This data is from Reaction yield outcomes from USPTO patents with 853,638 reactions. The task is: Predict the reaction yield, written as a fraction of the theoretical maximum amount of product (1.0 means a 100% yield; for example, 0.34 means a 34% yield). (1) The reactants are [O:1]=[C:2]([C:6]1[C:11]2[N:12]=[C:13]([C:15]3[CH:20]=[CH:19][N:18]=[CH:17][CH:16]=3)[O:14][C:10]=2[CH:9]=[CH:8][CH:7]=1)C(O)=O.C1C=CC2N(O)N=[N:27]C=2C=1.[NH4+].[Cl-].CCN(C(C)C)C(C)C.CCN=C=NCCCN(C)C.Cl. The catalyst is CN(C=O)C.O. The product is [N:18]1[CH:19]=[CH:20][C:15]([C:13]2[O:14][C:10]3[C:11](=[C:6]([C:2]([NH2:27])=[O:1])[CH:7]=[CH:8][CH:9]=3)[N:12]=2)=[CH:16][CH:17]=1. The yield is 0.140. (2) The reactants are Cl[C:2]1[N:7]=[C:6]([Cl:8])[CH:5]=[CH:4][N:3]=1.[Cl:9][C:10]1[CH:15]=[CH:14][C:13](B(O)O)=[CH:12][CH:11]=1.C([O-])([O-])=O.[Na+].[Na+].CCOC(C)=O. The catalyst is C1COCC1.O.C1C=CC([P]([Pd]([P](C2C=CC=CC=2)(C2C=CC=CC=2)C2C=CC=CC=2)([P](C2C=CC=CC=2)(C2C=CC=CC=2)C2C=CC=CC=2)[P](C2C=CC=CC=2)(C2C=CC=CC=2)C2C=CC=CC=2)(C2C=CC=CC=2)C2C=CC=CC=2)=CC=1. The product is [Cl:8][C:6]1[CH:5]=[C:4]([C:13]2[CH:14]=[CH:15][C:10]([Cl:9])=[CH:11][CH:12]=2)[N:3]=[CH:2][N:7]=1. The yield is 0.710.